Task: Predict the reactants needed to synthesize the given product.. Dataset: Full USPTO retrosynthesis dataset with 1.9M reactions from patents (1976-2016) (1) Given the product [CH3:1][O:2][C:3]1[N:8]=[CH:7][C:6]([NH:9][C:17](=[O:22])[C:18]([CH3:21])([CH3:20])[CH3:19])=[CH:5][CH:4]=1, predict the reactants needed to synthesize it. The reactants are: [CH3:1][O:2][C:3]1[N:8]=[CH:7][C:6]([NH2:9])=[CH:5][CH:4]=1.CCN(CC)CC.[C:17](Cl)(=[O:22])[C:18]([CH3:21])([CH3:20])[CH3:19]. (2) The reactants are: [NH:1]1[CH2:7][CH2:6][CH2:5][C:4](=[O:8])[CH2:3][CH2:2]1.C([O-])([O-])=O.[K+].[K+].[CH:15]1[CH:20]=[CH:19][C:18]([CH2:21][O:22][C:23](Cl)=[O:24])=[CH:17][CH:16]=1. Given the product [O:8]=[C:4]1[CH2:5][CH2:6][CH2:7][N:1]([C:23]([O:22][CH2:21][C:18]2[CH:19]=[CH:20][CH:15]=[CH:16][CH:17]=2)=[O:24])[CH2:2][CH2:3]1, predict the reactants needed to synthesize it. (3) Given the product [CH3:22][C:23]1[N:24]=[CH:25][N:26]([C:2]2[N:7]=[C:6]3[N:8]([CH2:11][C:12]4[CH:13]=[C:14]5[C:19](=[CH:20][CH:21]=4)[N:18]=[CH:17][CH:16]=[CH:15]5)[N:9]=[N:10][C:5]3=[N:4][CH:3]=2)[CH:27]=1, predict the reactants needed to synthesize it. The reactants are: Br[C:2]1[N:7]=[C:6]2[N:8]([CH2:11][C:12]3[CH:13]=[C:14]4[C:19](=[CH:20][CH:21]=3)[N:18]=[CH:17][CH:16]=[CH:15]4)[N:9]=[N:10][C:5]2=[N:4][CH:3]=1.[CH3:22][C:23]1[N:24]=[CH:25][NH:26][CH:27]=1.[F-].[Cs+]. (4) Given the product [CH3:40]/[C:23](/[CH2:24]/[CH:25]=[CH:26]/[C@H:27]([CH3:39])[C@@H:28]([O:31][Si:32]([CH2:35][CH3:36])([CH2:37][CH3:38])[CH2:33][CH3:34])[CH2:29][CH3:30])=[CH:22]\[CH2:21][OH:20], predict the reactants needed to synthesize it. The reactants are: C1(C)C=CC=CC=1.[H-].C([Al+]CC(C)C)C(C)C.C([O:20][C:21](=O)/[CH:22]=[C:23](\[CH3:40])/[CH2:24]/[CH:25]=[CH:26]/[C@H:27]([CH3:39])[C@@H:28]([O:31][Si:32]([CH2:37][CH3:38])([CH2:35][CH3:36])[CH2:33][CH3:34])[CH2:29][CH3:30])C.O.O.O.O.C(C(C(C([O-])=O)O)O)([O-])=O.[Na+].[K+].